From a dataset of Reaction yield outcomes from USPTO patents with 853,638 reactions. Predict the reaction yield, written as a fraction of the theoretical maximum amount of product (1.0 means a 100% yield; for example, 0.34 means a 34% yield). (1) The reactants are [CH3:1][C:2]1[CH:7]=[C:6]([C:8](OC)=[O:9])[CH:5]=[CH:4][N:3]=1.[H-].[Al+3].[Li+].[H-].[H-].[H-].O. The catalyst is CCOCC. The product is [OH:9][CH2:8][C:6]1[CH:5]=[CH:4][N:3]=[C:2]([CH3:1])[CH:7]=1. The yield is 0.380. (2) The reactants are [C:1]1([CH2:7][CH2:8][CH2:9][CH2:10][CH2:11][CH2:12][C:13]([C:15]2[O:16][C:17]([C:20]([O:22]C)=[O:21])=[CH:18][N:19]=2)=[O:14])[CH:6]=[CH:5][CH:4]=[CH:3][CH:2]=1. The catalyst is CCOC(C)=O. The product is [C:1]1([CH2:7][CH2:8][CH2:9][CH2:10][CH2:11][CH2:12][C:13]([C:15]2[O:16][C:17]([C:20]([OH:22])=[O:21])=[CH:18][N:19]=2)=[O:14])[CH:6]=[CH:5][CH:4]=[CH:3][CH:2]=1. The yield is 0.880. (3) The reactants are [C:1]1([N:7]2[CH2:11][CH2:10][CH:9]([C:12]([OH:14])=[O:13])[C:8]2=[O:15])[CH:6]=[CH:5][CH:4]=[CH:3][CH:2]=1.[Li+].[CH3:17]C([N-]C(C)C)C.IC.O. The catalyst is O1CCCC1.C(OCC)(=O)C. The product is [CH3:17][C:9]1([C:12]([OH:14])=[O:13])[CH2:10][CH2:11][N:7]([C:1]2[CH:2]=[CH:3][CH:4]=[CH:5][CH:6]=2)[C:8]1=[O:15]. The yield is 0.800. (4) The reactants are [OH:1][C:2]1[CH:7]=[CH:6][C:5]([S:8](Cl)(=[O:10])=[O:9])=[CH:4][CH:3]=1.C/C(/O[Si](C)(C)C)=N\[Si](C)(C)C.[CH3:24][C:25]1([CH3:35])[S:30][CH2:29][CH2:28][NH:27][C@H:26]1[C:31]([O:33][CH3:34])=[O:32].CN1CCOCC1. The catalyst is C(Cl)(Cl)Cl.C(OCC)(=O)C.CO. The product is [CH3:34][O:33][C:31]([CH:26]1[C:25]([CH3:35])([CH3:24])[S:30][CH2:29][CH2:28][N:27]1[S:8]([C:5]1[CH:6]=[CH:7][C:2]([OH:1])=[CH:3][CH:4]=1)(=[O:10])=[O:9])=[O:32]. The yield is 0.830. (5) The reactants are CS(O[CH2:6][CH2:7]/[CH:8]=[CH:9]/[C:10]1[CH:15]=[CH:14][C:13]([Cl:16])=[C:12]([Cl:17])[CH:11]=1)(=O)=O.[N-:18]=[N+:19]=[N-:20].[Na+]. The catalyst is CN(C=O)C.CCOC(C)=O. The product is [N:18]([CH2:6][CH2:7]/[CH:8]=[CH:9]/[C:10]1[CH:15]=[CH:14][C:13]([Cl:16])=[C:12]([Cl:17])[CH:11]=1)=[N+:19]=[N-:20]. The yield is 0.870. (6) The yield is 0.380. The catalyst is C(OCCO)C. The reactants are Cl[C:2]1[C:3]2[CH:4]=[C:5]3[CH:17]=[C:16]([O:18][CH3:19])[C:15]([O:20][CH3:21])=[CH:14][C:6]3=[N:7][C:8]=2[N:9]=[CH:10][C:11]=1[C:12]#[N:13].[Cl:22][C:23]1[CH:29]=[C:28]([Cl:30])[C:27]([O:31][CH3:32])=[CH:26][C:24]=1[NH2:25].Cl.N1C=CC=CC=1. The product is [Cl:22][C:23]1[CH:29]=[C:28]([Cl:30])[C:27]([O:31][CH3:32])=[CH:26][C:24]=1[NH:25][C:2]1[C:3]2[CH:4]=[C:5]3[CH:17]=[C:16]([O:18][CH3:19])[C:15]([O:20][CH3:21])=[CH:14][C:6]3=[N:7][C:8]=2[N:9]=[CH:10][C:11]=1[C:12]#[N:13].